From a dataset of Full USPTO retrosynthesis dataset with 1.9M reactions from patents (1976-2016). Predict the reactants needed to synthesize the given product. The reactants are: [Cl:1][C:2]1[CH:7]=[C:6](Cl)[N:5]=[CH:4][N:3]=1.[S:9]1[CH:13]=[CH:12][CH:11]=[C:10]1B(O)O.C([O-])([O-])=O.[Na+].[Na+].C(OCC)(=O)C. Given the product [Cl:1][C:2]1[CH:7]=[C:6]([C:10]2[S:9][CH:13]=[CH:12][CH:11]=2)[N:5]=[CH:4][N:3]=1, predict the reactants needed to synthesize it.